Task: Predict the reaction yield, written as a fraction of the theoretical maximum amount of product (1.0 means a 100% yield; for example, 0.34 means a 34% yield).. Dataset: Reaction yield outcomes from USPTO patents with 853,638 reactions (1) The reactants are [Br:1][C:2]1[CH:7]=[C:6]([F:8])[CH:5]=[CH:4][C:3]=1[CH3:9].BrN1C(=[O:16])CCC1=O. The catalyst is C(OCC)(=O)C.C(OOC(=O)C1C=CC=CC=1)(=O)C1C=CC=CC=1. The product is [Br:1][C:2]1[CH:7]=[C:6]([F:8])[CH:5]=[CH:4][C:3]=1[CH:9]=[O:16]. The yield is 0.410. (2) The reactants are [N+:1]([C:4]1[S:8][C:7]([C:9]2[C:10]([CH3:24])=[N:11][N:12]3[C:17]([CH:18]([CH2:21][CH3:22])[CH2:19][CH3:20])=[CH:16][C:15]([CH3:23])=[N:14][C:13]=23)=[C:6]([CH3:25])[CH:5]=1)([O-])=O.[C:26](Cl)(=[O:28])[CH3:27].ClCCl. The catalyst is C1COCC1.[Pd]. The product is [CH2:19]([CH:18]([C:17]1[N:12]2[N:11]=[C:10]([CH3:24])[C:9]([C:7]3[S:8][C:4]([NH:1][C:26](=[O:28])[CH3:27])=[CH:5][C:6]=3[CH3:25])=[C:13]2[N:14]=[C:15]([CH3:23])[CH:16]=1)[CH2:21][CH3:22])[CH3:20]. The yield is 0.260.